This data is from M1 muscarinic receptor antagonist screen with 61,756 compounds. The task is: Binary Classification. Given a drug SMILES string, predict its activity (active/inactive) in a high-throughput screening assay against a specified biological target. The molecule is FC(F)(F)c1n2nc(C(=O)N(C3CCCCC3)C)cc2nc(c1)c1occc1. The result is 0 (inactive).